Task: Predict the reaction yield, written as a fraction of the theoretical maximum amount of product (1.0 means a 100% yield; for example, 0.34 means a 34% yield).. Dataset: Reaction yield outcomes from USPTO patents with 853,638 reactions (1) The reactants are Cl.[NH2:2][CH:3]([C:8]1[CH:13]=[CH:12][C:11]([CH3:14])=[CH:10][CH:9]=1)[C:4](OC)=[O:5].[NH3:15]. No catalyst specified. The product is [NH2:2][CH:3]([C:8]1[CH:13]=[CH:12][C:11]([CH3:14])=[CH:10][CH:9]=1)[C:4]([NH2:15])=[O:5]. The yield is 0.730. (2) The reactants are [CH:1]1([C:6]2[CH:7]=[C:8]([CH:12]=[CH:13][C:14]=2[O:15][CH3:16])[C:9]([OH:11])=O)[CH2:5][CH2:4][CH2:3][CH2:2]1.C(Cl)(=O)C(Cl)=O.[Sn](Cl)(Cl)(Cl)Cl.[Br:28][C:29]1[CH:42]=[CH:41][C:32]([CH2:33][C:34]2[O:35][C:36]([CH3:40])=[C:37]([CH3:39])[CH:38]=2)=[CH:31][CH:30]=1. The catalyst is CN(C)C=O. The product is [Br:28][C:29]1[CH:42]=[CH:41][C:32]([CH2:33][C:34]2[O:35][C:36]([CH3:40])=[C:37]([CH3:39])[C:38]=2[C:9]([C:8]2[CH:12]=[CH:13][C:14]([O:15][CH3:16])=[C:6]([CH:1]3[CH2:2][CH2:3][CH2:4][CH2:5]3)[CH:7]=2)=[O:11])=[CH:31][CH:30]=1. The yield is 0.780. (3) The reactants are [CH2:1]([NH:9][C:10]1[CH:19]=[CH:18][C:17]2[C:16]([CH3:21])([CH3:20])[CH2:15][CH2:14][C:13]([CH3:23])([CH3:22])[C:12]=2[CH:11]=1)[CH2:2][C:3]1[CH:8]=[CH:7][CH:6]=[CH:5][CH:4]=1.[C:24](Cl)(Cl)=[O:25].[NH2:28][C:29]1[CH:39]=[CH:38][C:32]([C:33]([O:35][CH2:36][CH3:37])=[O:34])=[CH:31][CH:30]=1. The catalyst is C1(C)C=CC=CC=1. The product is [CH2:1]([N:9]([C:10]1[CH:19]=[CH:18][C:17]2[C:16]([CH3:21])([CH3:20])[CH2:15][CH2:14][C:13]([CH3:23])([CH3:22])[C:12]=2[CH:11]=1)[C:24](=[O:25])[NH:28][C:29]1[CH:30]=[CH:31][C:32]([C:33]([O:35][CH2:36][CH3:37])=[O:34])=[CH:38][CH:39]=1)[CH2:2][C:3]1[CH:4]=[CH:5][CH:6]=[CH:7][CH:8]=1. The yield is 0.440. (4) The reactants are [CH3:1][C:2]([C:4]1[C:9]([Cl:10])=[C:8]([F:11])[CH:7]=[CH:6][C:5]=1[Cl:12])=[O:3].[H-].[Al+3].[Li+].[H-].[H-].[H-].[OH-].[Na+].[O-]S([O-])(=O)=O.[Mg+2]. The catalyst is C1COCC1.O. The product is [Cl:10][C:9]1[C:8]([F:11])=[CH:7][CH:6]=[C:5]([Cl:12])[C:4]=1[CH:2]([OH:3])[CH3:1]. The yield is 0.950.